Task: Regression. Given a peptide amino acid sequence and an MHC pseudo amino acid sequence, predict their binding affinity value. This is MHC class I binding data.. Dataset: Peptide-MHC class I binding affinity with 185,985 pairs from IEDB/IMGT (1) The peptide sequence is TKLEGKIVQY. The MHC is HLA-A30:02 with pseudo-sequence HLA-A30:02. The binding affinity (normalized) is 0.181. (2) The peptide sequence is SSPLELFML. The MHC is Mamu-B17 with pseudo-sequence Mamu-B17. The binding affinity (normalized) is 0.134.